From a dataset of Full USPTO retrosynthesis dataset with 1.9M reactions from patents (1976-2016). Predict the reactants needed to synthesize the given product. Given the product [CH2:34]([O:33][C:32]1[CH:31]=[CH:30][C:27]([CH:28]=[O:29])=[CH:26][C:25]=1[CH2:24][N:12]([CH2:13][CH2:14][C:15]1[CH:16]=[CH:17][CH:18]=[CH:19][CH:20]=1)[C:9]1[S:10][CH:11]=[C:7]([C:1]2[CH:6]=[CH:5][CH:4]=[CH:3][CH:2]=2)[N:8]=1)[CH:35]([CH3:37])[CH3:36], predict the reactants needed to synthesize it. The reactants are: [C:1]1([C:7]2[N:8]=[C:9]([NH:12][CH2:13][CH2:14][C:15]3[CH:20]=[CH:19][CH:18]=[CH:17][CH:16]=3)[S:10][CH:11]=2)[CH:6]=[CH:5][CH:4]=[CH:3][CH:2]=1.[H-].[Na+].Cl[CH2:24][C:25]1[CH:26]=[C:27]([CH:30]=[CH:31][C:32]=1[O:33][CH2:34][CH:35]([CH3:37])[CH3:36])[CH:28]=[O:29].[I-].[Na+].